Task: Predict the product of the given reaction.. Dataset: Forward reaction prediction with 1.9M reactions from USPTO patents (1976-2016) (1) Given the reactants [CH3:1][O:2][C:3]1[CH:8]=[C:7]([N+:9]([O-])=O)[CH:6]=[CH:5][C:4]=1[NH:12][CH2:13][CH2:14][C:15]1[CH:20]=[CH:19][CH:18]=[CH:17][N:16]=1.C1(N)C(F)=C(F)C(F)=C(N)C=1F.[ClH:33].Cl, predict the reaction product. The product is: [ClH:33].[ClH:33].[NH2:9][C:7]1[CH:6]=[CH:5][C:4]([NH:12][CH2:13][CH2:14][C:15]2[CH:20]=[CH:19][CH:18]=[CH:17][N:16]=2)=[C:3]([O:2][CH3:1])[CH:8]=1. (2) Given the reactants [OH:1][C@@H:2]1[C@H:6]([OH:7])[C@@H:5]([CH2:8][OH:9])[O:4][C@H:3]1[N:10]1[CH:18]=[N:17][C:16]2[C:11]1=[N:12][C:13]([N:20]1[CH:24]=[C:23]([C:25]([O:27]CC)=O)[CH:22]=[N:21]1)=[N:14][C:15]=2[NH2:19].[CH3:30][NH2:31], predict the reaction product. The product is: [OH:1][C@@H:2]1[C@H:6]([OH:7])[C@@H:5]([CH2:8][OH:9])[O:4][C@H:3]1[N:10]1[CH:18]=[N:17][C:16]2[C:11]1=[N:12][C:13]([N:20]1[CH:24]=[C:23]([C:25]([NH:31][CH3:30])=[O:27])[CH:22]=[N:21]1)=[N:14][C:15]=2[NH2:19]. (3) Given the reactants C(N(CC)CC)C.Cl.Cl.[N:10]1[CH:15]=[CH:14][CH:13]=[N:12][C:11]=1[C:16]1[CH:17]=[C:18]2[C:22](=[CH:23][CH:24]=1)[CH:21]([N:25]1[CH2:28][C:27]3([CH2:33][CH2:32][NH:31][CH2:30][CH2:29]3)[CH2:26]1)[CH2:20][CH2:19]2.[CH:34]1([C:37]2[CH:42]=[CH:41][C:40]([CH2:43][C:44](O)=[O:45])=[CH:39][CH:38]=2)[CH2:36][CH2:35]1.CN(C(ON1N=NC2C=CC=NC1=2)=[N+](C)C)C.F[P-](F)(F)(F)(F)F, predict the reaction product. The product is: [CH:34]1([C:37]2[CH:38]=[CH:39][C:40]([CH2:43][C:44]([N:31]3[CH2:30][CH2:29][C:27]4([CH2:26][N:25]([CH:21]5[C:22]6[C:18](=[CH:17][C:16]([C:11]7[N:12]=[CH:13][CH:14]=[CH:15][N:10]=7)=[CH:24][CH:23]=6)[CH2:19][CH2:20]5)[CH2:28]4)[CH2:33][CH2:32]3)=[O:45])=[CH:41][CH:42]=2)[CH2:36][CH2:35]1. (4) Given the reactants C([Li])CCC.[CH2:6]([O:8][C:9]1[CH:14]=[C:13]([F:15])[CH:12]=[C:11]([F:16])[CH:10]=1)[CH3:7].[C:17](=[O:19])=[O:18].[OH-].[Na+], predict the reaction product. The product is: [CH2:6]([O:8][C:9]1[CH:10]=[C:11]([F:16])[C:12]([C:17]([OH:19])=[O:18])=[C:13]([F:15])[CH:14]=1)[CH3:7]. (5) Given the reactants [Cl:1][C:2]1[CH:9]=[CH:8][C:7]([Cl:10])=[CH:6][C:3]=1[CH2:4]Br.[CH2:11]([N:18]1[C:26]2[C:21](=[CH:22][CH:23]=[C:24]([CH2:27][C:28]([OH:30])=[O:29])[CH:25]=2)[CH:20]=[CH:19]1)[C:12]1[CH:17]=[CH:16][CH:15]=[CH:14][CH:13]=1, predict the reaction product. The product is: [Cl:1][C:2]1[CH:9]=[CH:8][C:7]([Cl:10])=[CH:6][C:3]=1[CH2:4][N:18]1[C:26]2[C:21](=[CH:22][CH:23]=[C:24]([CH2:27][C:28]([OH:30])=[O:29])[CH:25]=2)[CH:20]=[CH:19]1.[CH2:11]([N:18]1[C:26]2[C:21](=[CH:22][CH:23]=[C:24]([CH2:27][C:28]([OH:30])=[O:29])[CH:25]=2)[CH:20]=[CH:19]1)[C:12]1[CH:13]=[CH:14][CH:15]=[CH:16][CH:17]=1. (6) Given the reactants [CH:1]([CH:4]([CH:10]([CH:16]([CH3:18])[CH3:17])[C:11]([O:13]CC)=[O:12])[C:5]([O:7]CC)=[O:6])([CH3:3])[CH3:2].[K].[O-]CC.[K+].CC(C)C(C#N)C(OCC)=O, predict the reaction product. The product is: [CH:1]([CH:4]([CH:10]([CH:16]([CH3:18])[CH3:17])[C:11]([OH:13])=[O:12])[C:5]([OH:7])=[O:6])([CH3:3])[CH3:2]. (7) Given the reactants C[O:2][C:3]([C:5]1[CH:14]=[C:13]2[C:8]([C@@H:9]([NH:15][C:16]([O:18][C:19]([CH3:22])([CH3:21])[CH3:20])=[O:17])[CH2:10][CH2:11][S:12]2)=[CH:7][C:6]=1[Cl:23])=[O:4].C(=O)([O-])[O-].[K+].[K+], predict the reaction product. The product is: [C:19]([O:18][C:16]([NH:15][C@@H:9]1[C:8]2[C:13](=[CH:14][C:5]([C:3]([OH:4])=[O:2])=[C:6]([Cl:23])[CH:7]=2)[S:12][CH2:11][CH2:10]1)=[O:17])([CH3:22])([CH3:20])[CH3:21]. (8) Given the reactants Cl[C:2]1[C:11]2[C:6](=[CH:7][CH:8]=[C:9]([CH3:12])[CH:10]=2)[N:5]=[C:4]([N:13]2[CH2:19][C:18]3[CH:20]=[CH:21][CH:22]=[CH:23][C:17]=3[S:16](=[O:25])(=[O:24])[CH2:15][CH2:14]2)[CH:3]=1.[NH2:26][CH2:27][CH:28]([OH:31])[CH2:29][NH2:30], predict the reaction product. The product is: [NH2:26][CH2:27][CH:28]([OH:31])[CH2:29][NH:30][C:2]1[C:11]2[C:6](=[CH:7][CH:8]=[C:9]([CH3:12])[CH:10]=2)[N:5]=[C:4]([N:13]2[CH2:19][C:18]3[CH:20]=[CH:21][CH:22]=[CH:23][C:17]=3[S:16](=[O:25])(=[O:24])[CH2:15][CH2:14]2)[CH:3]=1.